This data is from Catalyst prediction with 721,799 reactions and 888 catalyst types from USPTO. The task is: Predict which catalyst facilitates the given reaction. (1) Reactant: [CH3:1][Si:2]([CH3:21])([CH3:20])[C:3]1[CH:8]=[CH:7][C:6]([C:9]2[CH2:14][CH2:13][O:12][CH2:11][C:10]=2[C:15]([O:17][CH2:18][CH3:19])=[O:16])=[CH:5][CH:4]=1.C(OCC)(=O)C. Product: [CH3:1][Si:2]([CH3:20])([CH3:21])[C:3]1[CH:8]=[CH:7][C:6]([C@H:9]2[CH2:14][CH2:13][O:12][CH2:11][C@H:10]2[C:15]([O:17][CH2:18][CH3:19])=[O:16])=[CH:5][CH:4]=1. The catalyst class is: 63. (2) Reactant: [Cl:1][C:2]1[C:7]([C:8]2[CH:13]=[CH:12][CH:11]=[C:10]([CH2:14][CH3:15])[CH:9]=2)=[C:6]([C:16]([C@@H:26]2[CH2:31][CH2:30][CH2:29][N:28]([C:32]([C:34]3[CH:39]=[CH:38][C:37]([CH2:40][N:41]([C:43]([O:45][C:46]([CH3:49])([CH3:48])[CH3:47])=[O:44])[CH3:42])=[CH:36][C:35]=3[CH2:50][CH2:51][C:52]#[N:53])=[O:33])[CH2:27]2)([OH:25])[CH2:17][CH2:18][CH2:19][NH:20][C:21](=[O:24])[O:22][CH3:23])[CH:5]=[CH:4][CH:3]=1.OO.C(=O)([O-])[O-:57].[K+].[K+]. Product: [NH2:53][C:52](=[O:57])[CH2:51][CH2:50][C:35]1[CH:36]=[C:37]([CH2:40][N:41]([CH3:42])[C:43](=[O:44])[O:45][C:46]([CH3:47])([CH3:48])[CH3:49])[CH:38]=[CH:39][C:34]=1[C:32]([N:28]1[CH2:29][CH2:30][CH2:31][C@@H:26]([C:16]([C:6]2[CH:5]=[CH:4][CH:3]=[C:2]([Cl:1])[C:7]=2[C:8]2[CH:13]=[CH:12][CH:11]=[C:10]([CH2:14][CH3:15])[CH:9]=2)([OH:25])[CH2:17][CH2:18][CH2:19][NH:20][C:21]([O:22][CH3:23])=[O:24])[CH2:27]1)=[O:33]. The catalyst class is: 16. (3) Reactant: [Cl:1][C:2]1[CH:7]=[CH:6][N:5]=[C:4]([NH2:8])[CH:3]=1.[C:9](Cl)(=[O:14])[C:10]([CH3:13])([CH3:12])[CH3:11].O. Product: [Cl:1][C:2]1[CH:7]=[CH:6][N:5]=[C:4]([NH:8][C:9](=[O:14])[C:10]([CH3:13])([CH3:12])[CH3:11])[CH:3]=1. The catalyst class is: 17. (4) Reactant: [Br:1][CH2:2][C:3]1[C:14]2[C:13]3[C:8](=[CH:9][C:10]([F:17])=[CH:11][C:12]=3[CH2:15]Br)[C:7]=2[CH:6]=[C:5]([F:18])[CH:4]=1.[NH2:19][C:20]([NH2:22])=[S:21]. Product: [BrH:1].[BrH:1].[C:20]([S:21][CH2:2][C:3]1[C:14]2[C:13]3[C:8](=[CH:9][C:10]([F:17])=[CH:11][C:12]=3[CH2:15][S:21][C:20](=[NH:19])[NH2:22])[C:7]=2[CH:6]=[C:5]([F:18])[CH:4]=1)(=[NH:22])[NH2:19]. The catalyst class is: 8. (5) Reactant: C([N:4]1[N:8]=[N:7][C:6]([C:9]2[CH:10]=[C:11]([CH:57]=[CH:58][CH:59]=2)[CH2:12][CH2:13][O:14][CH2:15][CH2:16][C:17]([N:19]([CH2:26][CH2:27][N:28]([CH2:36][CH2:37][C:38]2[C:43]3[O:44][CH2:45][C:46](=[O:48])[NH:47][C:42]=3[C:41]([O:49]C(OC(C)(C)C)=O)=[CH:40][CH:39]=2)C(=O)OC(C)(C)C)[CH:20]2[CH2:25][CH2:24][CH2:23][CH2:22][CH2:21]2)=[O:18])=[N:5]1)C=C.CN1C(=O)CC(=O)N(C)C1=O.[C:71]([OH:77])([C:73]([F:76])([F:75])[F:74])=[O:72]. Product: [F:74][C:73]([F:76])([F:75])[C:71]([OH:77])=[O:72].[N:7]1[NH:8][N:4]=[N:5][C:6]=1[C:9]1[CH:10]=[C:11]([CH:57]=[CH:58][CH:59]=1)[CH2:12][CH2:13][O:14][CH2:15][CH2:16][C:17]([N:19]([CH:20]1[CH2:25][CH2:24][CH2:23][CH2:22][CH2:21]1)[CH2:26][CH2:27][NH:28][CH2:36][CH2:37][C:38]1[C:43]2[O:44][CH2:45][C:46](=[O:48])[NH:47][C:42]=2[C:41]([OH:49])=[CH:40][CH:39]=1)=[O:18]. The catalyst class is: 532.